Dataset: Peptide-MHC class II binding affinity with 134,281 pairs from IEDB. Task: Regression. Given a peptide amino acid sequence and an MHC pseudo amino acid sequence, predict their binding affinity value. This is MHC class II binding data. The peptide sequence is EKKYAAATQFEPLAA. The MHC is HLA-DQA10301-DQB10302 with pseudo-sequence HLA-DQA10301-DQB10302. The binding affinity (normalized) is 0.379.